From a dataset of Experimental lipophilicity measurements (octanol/water distribution) for 4,200 compounds from AstraZeneca. Regression/Classification. Given a drug SMILES string, predict its absorption, distribution, metabolism, or excretion properties. Task type varies by dataset: regression for continuous measurements (e.g., permeability, clearance, half-life) or binary classification for categorical outcomes (e.g., BBB penetration, CYP inhibition). For this dataset (lipophilicity_astrazeneca), we predict Y. (1) The drug is O=c1[nH]cnc2cc(F)c(F)cc12. The Y is 1.50 logD. (2) The compound is CC(=O)c1noc(C)c1C(=O)Nc1nccs1. The Y is 1.94 logD. (3) The compound is O=C(Nc1cccc(Cl)c1)c1ccccn1. The Y is 3.40 logD. (4) The molecule is O=C(NCC12CC3CC(CC(C3)C1)C2)c1ccccc1. The Y is 4.21 logD. (5) The drug is CN(C)CC(O)COc1ccc(Nc2cc(N(CC#N)c3cc(Cl)ccc3Cl)ncn2)cc1. The Y is 2.10 logD. (6) The drug is O=C1C(=O)c2cc([N+](=O)[O-])ccc2-c2ccccc21. The Y is 2.42 logD. (7) The molecule is CCCSc1nc(NC)ccc1C(=O)N[C@H]1C2CC3CC1C[C@](O)(C3)C2. The Y is 3.27 logD. (8) The drug is COc1ccccc1C(C#N)NC(=O)[C@@H]1CCCC[C@H]1C(=O)N1CCN(Cc2ccc(F)cc2)CC1. The Y is 3.57 logD.